From a dataset of Catalyst prediction with 721,799 reactions and 888 catalyst types from USPTO. Predict which catalyst facilitates the given reaction. (1) Reactant: C([O:8][C:9](=[O:38])[C@@H:10]([NH:20][C:21]([C:23]1([NH:26][C:27]([CH:29]2[CH2:37][C:36]3[C:31](=[CH:32][CH:33]=[CH:34][CH:35]=3)[CH2:30]2)=[O:28])[CH2:25][CH2:24]1)=[O:22])[CH2:11][C:12]1[CH:17]=[CH:16][C:15]([O:18][CH3:19])=[CH:14][CH:13]=1)C1C=CC=CC=1. Product: [CH2:30]1[C:31]2[C:36](=[CH:35][CH:34]=[CH:33][CH:32]=2)[CH2:37][CH:29]1[C:27]([NH:26][C:23]1([C:21]([NH:20][C@@H:10]([CH2:11][C:12]2[CH:17]=[CH:16][C:15]([O:18][CH3:19])=[CH:14][CH:13]=2)[C:9]([OH:38])=[O:8])=[O:22])[CH2:25][CH2:24]1)=[O:28]. The catalyst class is: 105. (2) Reactant: [OH:1][C:2]1[C:11]([CH3:12])=[C:10]([CH3:13])[C:9](B2OC(C)(C)C(C)(C)O2)=[CH:8][C:3]=1[C:4]([O:6][CH3:7])=[O:5].Br[CH2:24][C:25]1[CH:30]=[CH:29][C:28]([F:31])=[C:27]([O:32][CH3:33])[CH:26]=1.C(=O)([O-])[O-].[Na+].[Na+]. Product: [F:31][C:28]1[CH:29]=[CH:30][C:25]([CH2:24][C:9]2[C:10]([CH3:13])=[C:11]([CH3:12])[C:2]([OH:1])=[C:3]([CH:8]=2)[C:4]([O:6][CH3:7])=[O:5])=[CH:26][C:27]=1[O:32][CH3:33]. The catalyst class is: 843. (3) Reactant: [I:1][C:2]1[CH:3]=[C:4]([C:8]([NH2:10])=O)[S:5][C:6]=1[I:7].CN(C=O)C.N1C(Cl)=NC(Cl)=NC=1Cl. Product: [I:1][C:2]1[CH:3]=[C:4]([C:8]#[N:10])[S:5][C:6]=1[I:7]. The catalyst class is: 6. (4) Reactant: [OH:1][C:2]1[CH:3]=[C:4]([CH:8]=[C:9]([O:11][C@@H:12]([CH3:16])[CH2:13][O:14][CH3:15])[CH:10]=1)[C:5]([OH:7])=[O:6].F[C:18]1[CH:19]=[CH:20][C:21]2[S:27](=[O:29])(=[O:28])[N:26]([CH3:30])[CH2:25][CH2:24][O:23][C:22]=2[CH:31]=1.C(=O)([O-])[O-].[K+].[K+]. Product: [CH3:30][N:26]1[CH2:25][CH2:24][O:23][C:22]2[CH:31]=[C:18]([O:1][C:2]3[CH:3]=[C:4]([CH:8]=[C:9]([O:11][C@@H:12]([CH3:16])[CH2:13][O:14][CH3:15])[CH:10]=3)[C:5]([OH:7])=[O:6])[CH:19]=[CH:20][C:21]=2[S:27]1(=[O:29])=[O:28]. The catalyst class is: 10. (5) Reactant: P12(SP3(SP(SP(S3)(S1)=S)(=S)S2)=S)=[S:2].[CH:15]([NH2:17])=O.Br[CH:19]1[C:24](=O)[CH2:23][CH2:22][CH2:21][CH:20]1[C:26]([O:28][CH3:29])=[O:27]. Product: [S:2]1[C:19]2[CH:20]([C:26]([O:28][CH3:29])=[O:27])[CH2:21][CH2:22][CH2:23][C:24]=2[N:17]=[CH:15]1. The catalyst class is: 12. (6) Reactant: [CH2:1]([O:5][C:6]1[C:7]([F:13])=[C:8]([F:12])[CH:9]=[CH:10][CH:11]=1)[CH2:2][CH2:3][CH3:4].C([Li])CCC.[O:19]1[C:23]2([CH2:28][CH2:27][C:26](=[O:29])[CH2:25][CH2:24]2)[O:22][CH2:21][CH2:20]1.Cl. Product: [CH2:1]([O:5][C:6]1[CH:11]=[CH:10][C:9]([C:26]2([OH:29])[CH2:27][CH2:28][C:23]3([O:22][CH2:21][CH2:20][O:19]3)[CH2:24][CH2:25]2)=[C:8]([F:12])[C:7]=1[F:13])[CH2:2][CH2:3][CH3:4]. The catalyst class is: 56. (7) Reactant: O=[C:2]1[CH2:7][CH2:6][CH:5]([O:8][C:9]2[CH:17]=[CH:16][C:12]([C:13]([NH2:15])=[O:14])=[CH:11][CH:10]=2)[CH2:4][CH2:3]1.[C:18]1([CH2:24][CH2:25][CH2:26][NH2:27])[CH:23]=[CH:22][CH:21]=[CH:20][CH:19]=1.C(O[BH-](OC(=O)C)OC(=O)C)(=O)C.C(O)(=O)C. Product: [C:18]1([CH2:24][CH2:25][CH2:26][NH:27][CH:2]2[CH2:7][CH2:6][CH:5]([O:8][C:9]3[CH:17]=[CH:16][C:12]([C:13]([NH2:15])=[O:14])=[CH:11][CH:10]=3)[CH2:4][CH2:3]2)[CH:23]=[CH:22][CH:21]=[CH:20][CH:19]=1. The catalyst class is: 2. (8) Reactant: C(N(CC)CC)C.[F:8][C:9]1[C:14]([F:15])=[CH:13][CH:12]=[CH:11][C:10]=1[C@H:16]1[CH2:22][N:21]2[C:23]([CH2:26][C:27]([F:30])([F:29])[F:28])=[CH:24][N:25]=[C:20]2[C@H:19]([NH2:31])[CH2:18][CH2:17]1.Cl[C:33](OC1C=CC([N+]([O-])=O)=CC=1)=[O:34].[Cl-].[Cl-].[F:47][C:48]1[CH:49]=[C:50]2[N:56]([CH:57]3[CH2:62][CH2:61][NH2+:60][CH2:59][CH2:58]3)[C:55](=[O:63])[NH:54][C:51]2=[NH+:52][CH:53]=1.C(=O)([O-])[O-].[Na+].[Na+]. Product: [F:8][C:9]1[C:14]([F:15])=[CH:13][CH:12]=[CH:11][C:10]=1[C@H:16]1[CH2:22][N:21]2[C:23]([CH2:26][C:27]([F:30])([F:28])[F:29])=[CH:24][N:25]=[C:20]2[C@H:19]([NH:31][C:33]([N:60]2[CH2:59][CH2:58][CH:57]([N:56]3[C:50]4[C:51](=[N:52][CH:53]=[C:48]([F:47])[CH:49]=4)[NH:54][C:55]3=[O:63])[CH2:62][CH2:61]2)=[O:34])[CH2:18][CH2:17]1. The catalyst class is: 7. (9) Reactant: CC(C)([O-])C.[K+].[CH2:7]([N:14]1[C:23]2[C:18](=[C:19]([CH2:25][CH:26]3[S:30][C:29](=[O:31])[NH:28][C:27]3=[O:32])[CH:20]=[CH:21][C:22]=2[OH:24])[CH2:17][CH2:16][C:15]1=[O:33])[C:8]1[CH:13]=[CH:12][CH:11]=[CH:10][CH:9]=1.I[CH2:35][CH2:36][CH2:37][CH3:38].S([O-])(O)(=O)=O.[K+]. Product: [CH2:7]([N:14]1[C:23]2[C:18](=[C:19]([CH2:25][CH:26]3[S:30][C:29](=[O:31])[NH:28][C:27]3=[O:32])[CH:20]=[CH:21][C:22]=2[O:24][CH2:35][CH2:36][CH2:37][CH3:38])[CH2:17][CH2:16][C:15]1=[O:33])[C:8]1[CH:13]=[CH:12][CH:11]=[CH:10][CH:9]=1. The catalyst class is: 374.